This data is from Full USPTO retrosynthesis dataset with 1.9M reactions from patents (1976-2016). The task is: Predict the reactants needed to synthesize the given product. (1) Given the product [N:2]1([CH2:7][C:8]([CH:28]2[NH:27][C@H:26]([C:24]([NH:23][C:20]3[CH:19]=[CH:18][C:17]([O:16][C:15]4[CH:39]=[CH:40][C:12]([F:11])=[CH:13][CH:14]=4)=[CH:22][CH:21]=3)=[O:25])[CH2:30][C@H:29]2[CH2:31][C:32]2[CH:33]=[CH:34][C:35]([CH3:38])=[CH:36][CH:37]=2)=[O:10])[CH:6]=[N:5][CH:4]=[N:3]1, predict the reactants needed to synthesize it. The reactants are: Cl.[N:2]1([CH2:7][C:8]([OH:10])=O)[CH:6]=[N:5][CH:4]=[N:3]1.[F:11][C:12]1[CH:40]=[CH:39][C:15]([O:16][C:17]2[CH:22]=[CH:21][C:20]([NH:23][C:24]([C@@H:26]3[CH2:30][C@@H:29]([CH2:31][C:32]4[CH:37]=[CH:36][C:35]([CH3:38])=[CH:34][CH:33]=4)[CH2:28][NH:27]3)=[O:25])=[CH:19][CH:18]=2)=[CH:14][CH:13]=1. (2) Given the product [C:19]([O:18][C:16]([N:8]1[CH2:7][C@@H:6]([C:4]([OH:5])=[O:3])[C@H:10]([C:11]([OH:13])=[O:12])[CH2:9]1)=[O:17])([CH3:22])([CH3:20])[CH3:21], predict the reactants needed to synthesize it. The reactants are: C([O:3][C:4]([C@H:6]1[C@H:10]([C:11]([O:13]CC)=[O:12])[CH2:9][N:8]([C:16]([O:18][C:19]([CH3:22])([CH3:21])[CH3:20])=[O:17])[CH2:7]1)=[O:5])C.[OH-].[Na+].Cl.[Na+].[Cl-].